From a dataset of Forward reaction prediction with 1.9M reactions from USPTO patents (1976-2016). Predict the product of the given reaction. (1) The product is: [CH2:2]([O:4][C:5]([CH:7]1[C:12](=[O:13])[CH2:11][CH2:10][N:9]([CH2:14][C:15]2[CH:16]=[CH:17][CH:18]=[CH:19][CH:20]=2)[CH2:8]1)=[O:6])[CH3:3]. Given the reactants Cl.[CH2:2]([O:4][C:5]([CH:7]1[C:12](=[O:13])[CH2:11][CH2:10][N:9]([CH2:14][C:15]2[CH:20]=[CH:19][CH:18]=[CH:17][CH:16]=2)[CH2:8]1)=[O:6])[CH3:3].C(=O)(O)[O-].[Na+], predict the reaction product. (2) Given the reactants [CH3:1][O:2][C:3](=[O:16])[C:4]1[CH:9]=[C:8]([N+:10]([O-])=O)[C:7]([NH2:13])=[C:6]([F:14])[C:5]=1[F:15], predict the reaction product. The product is: [CH3:1][O:2][C:3](=[O:16])[C:4]1[CH:9]=[C:8]([NH2:10])[C:7]([NH2:13])=[C:6]([F:14])[C:5]=1[F:15].